From a dataset of Experimentally validated miRNA-target interactions with 360,000+ pairs, plus equal number of negative samples. Binary Classification. Given a miRNA mature sequence and a target amino acid sequence, predict their likelihood of interaction. (1) The miRNA is hsa-miR-3155a with sequence CCAGGCUCUGCAGUGGGAACU. The protein sequence of the target gene is MEIDQCLLESLPLGQRQRLVKRMRCEQIKAYYEREKVFQKQEGPLKRSKPGKRQKVRFGLADMIQDAVIHHHDKEVLQLLKEGADPHTLVSSGGSLLHLCARYDNVFIAEVLIDRGVNVNHQDEDFWTPMHIACACDNPDIVLLLILAGANVFLQDVNGNIPLDYAVEGTESSAILLAYLDEKGVDLSSLRQIKLQRPLSMLTDVRHFLSSGGDVNEKNDDGVTLLHMACASGYKEVVLLLLEHGGDLNGTDDRYWTPLHLAAKYGQTTLVKLLLAHQANPHLVNCNGEKPSDIAASESI.... Result: 0 (no interaction). (2) The miRNA is hsa-miR-367-3p with sequence AAUUGCACUUUAGCAAUGGUGA. The protein sequence of the target gene is MSVPEPPPPDGVLTGPSDSLEAGEPTPGLSDTSPDEGLIEDFPVDDRAVEHLVGGLLSHYLPDLQRSKRALQELTQNQVVLLDTLEQEISKFKECHSMLDINALFTEAKHYHAKLVTIRKEMLLLHEKTSKLKKRALKLQQKRQREELEREQQREKEFEREKQLTAKPAKRT. Result: 0 (no interaction). (3) The miRNA is hsa-miR-6849-5p with sequence GAGUGGAUAGGGGAGUGUGUGGA. The protein sequence of the target gene is MSTNNMSDPRRPNKVLRYKPPPSECNPALDDPTPDYMNLLGMIFSMCGLMLKLKWCAWVAVYCSFISFANSRSSEDTKQMMSSFMLSISAVVMSYLQNPQPMTPPW. Result: 1 (interaction). (4) The miRNA is hsa-miR-205-3p with sequence GAUUUCAGUGGAGUGAAGUUC. The protein sequence of the target gene is MEAFALGPARRGRRRTRAAGSLLSRAAILLFISAFLVRVPSSVGHLVRLPRAFRLTKDSVKIVGSTSFPVKAYVMLHQKSPHVLCVTQQLRNAELIDPSFQWYGPKGKVVSVENRTAQITSTGSLVFQNFEESMSGIYTCFLEYKPTVEEIVKRLQLKYAIYAYREPHYYYQFTARYHAAPCNSIYNISFEKKLLQILSKLLLDLSCEISLLKSECHRVKMQRAGLQNELFFAFSVSSLDTEKGPKRCTDHNCEPYKRLFKAKNLIERFFNQQVEILGRRAEQLPQIYYIEGTLQMVWIN.... Result: 1 (interaction).